From a dataset of Peptide-MHC class II binding affinity with 134,281 pairs from IEDB. Regression. Given a peptide amino acid sequence and an MHC pseudo amino acid sequence, predict their binding affinity value. This is MHC class II binding data. (1) The peptide sequence is WDDLRSLCLFSYHRLR. The MHC is HLA-DPA10103-DPB10401 with pseudo-sequence HLA-DPA10103-DPB10401. The binding affinity (normalized) is 0.315. (2) The peptide sequence is SQFTQTVKSDVLKDA. The MHC is DRB1_0101 with pseudo-sequence DRB1_0101. The binding affinity (normalized) is 0.652.